This data is from Forward reaction prediction with 1.9M reactions from USPTO patents (1976-2016). The task is: Predict the product of the given reaction. (1) The product is: [CH3:34][C:32]1[N:33]2[C:2]([C:6]3[S:7][C:8]([C:17]4[N:21]=[CH:20][NH:19][N:18]=4)=[C:9]([C:11]4[CH:12]=[CH:13][CH:14]=[CH:15][CH:16]=4)[N:10]=3)=[C:3]([CH3:5])[N:28]=[C:29]2[S:30][CH:31]=1. Given the reactants Br[CH:2]([C:6]1[S:7][C:8]([C:17]2[N:21]=[CH:20][N:19](C3CCCCO3)[N:18]=2)=[C:9]([C:11]2[CH:16]=[CH:15][CH:14]=[CH:13][CH:12]=2)[N:10]=1)[C:3]([CH3:5])=O.[NH2:28][C:29]1[S:30][CH:31]=[C:32]([CH3:34])[N:33]=1.Cl.[OH-].[Na+], predict the reaction product. (2) Given the reactants [Cl:1][C:2]1[CH:10]=[CH:9][C:8]([CH2:11][NH:12]C(=O)C(F)(F)F)=[CH:7][C:3]=1[C:4]([OH:6])=[O:5].Cl, predict the reaction product. The product is: [ClH:1].[NH2:12][CH2:11][C:8]1[CH:9]=[CH:10][C:2]([Cl:1])=[C:3]([CH:7]=1)[C:4]([OH:6])=[O:5]. (3) Given the reactants [OH:1][CH2:2][C:3]1[CH:8]=[C:7]([N:9]2[CH2:14][CH2:13][O:12][CH2:11][C@@H:10]2[CH3:15])[N:6]=[C:5]([C:16]2[CH:21]=[CH:20][C:19]([NH:22]C(=O)OC(C)(C)C)=[CH:18][CH:17]=2)[N:4]=1.C(Cl)Cl, predict the reaction product. The product is: [NH2:22][C:19]1[CH:20]=[CH:21][C:16]([C:5]2[N:4]=[C:3]([CH2:2][OH:1])[CH:8]=[C:7]([N:9]3[CH2:14][CH2:13][O:12][CH2:11][C@@H:10]3[CH3:15])[N:6]=2)=[CH:17][CH:18]=1. (4) Given the reactants CC1(C)C(C)(C)OB([C:9]2[CH:10]=[C:11]([C:15]3([NH:18]C(=O)OC(C)(C)C)[CH2:17][CH2:16]3)[CH:12]=[CH:13][CH:14]=2)O1.[Cl:27][CH:28]([Cl:47])[C:29]([N:31]1[C@H:35]([CH2:36][F:37])[C@@H:34]([C:38]2[CH:43]=[CH:42][C:41](I)=[CH:40][CH:39]=2)[O:33]C1(C)C)=[O:30].C([O-])([O-])=O.[Cs+].[Cs+], predict the reaction product. The product is: [NH2:18][C:15]1([C:11]2[CH:10]=[C:9]([C:41]3[CH:42]=[CH:43][C:38]([C@@H:34]([OH:33])[C@H:35]([NH:31][C:29](=[O:30])[CH:28]([Cl:27])[Cl:47])[CH2:36][F:37])=[CH:39][CH:40]=3)[CH:14]=[CH:13][CH:12]=2)[CH2:16][CH2:17]1.